Dataset: Catalyst prediction with 721,799 reactions and 888 catalyst types from USPTO. Task: Predict which catalyst facilitates the given reaction. (1) Reactant: [N:1]([CH2:4][C@@H:5]1[CH2:10][CH2:9][C@H:8]([O:11][CH2:12][CH2:13][O:14][C:15]2[CH:20]=[CH:19][CH:18]=[CH:17][CH:16]=2)[CH2:7][CH2:6]1)=[N+]=[N-]. Product: [O:14]([CH2:13][CH2:12][O:11][C@@H:8]1[CH2:9][CH2:10][C@H:5]([CH2:4][NH2:1])[CH2:6][CH2:7]1)[C:15]1[CH:20]=[CH:19][CH:18]=[CH:17][CH:16]=1. The catalyst class is: 19. (2) Reactant: C[O:2][C:3](=[O:20])[CH:4]([N:11]1[C:16](=[O:17])[CH:15]=[C:14]([O:18][CH3:19])[CH:13]=[N:12]1)[CH2:5][CH:6]1[CH2:10][CH2:9][CH2:8][CH2:7]1.[OH-].[Na+]. Product: [CH:6]1([CH2:5][CH:4]([N:11]2[C:16](=[O:17])[CH:15]=[C:14]([O:18][CH3:19])[CH:13]=[N:12]2)[C:3]([OH:20])=[O:2])[CH2:10][CH2:9][CH2:8][CH2:7]1. The catalyst class is: 5. (3) Reactant: C1(P(C2C=CC=CC=2)C2C=CC=CC=2)C=CC=CC=1.O[CH2:21][CH2:22][CH2:23][C:24]1[CH:34]=[CH:33][C:27]([C:28]([O:30][CH2:31][CH3:32])=[O:29])=[CH:26][CH:25]=1.C(Br)(Br)(Br)[Br:36].O. Product: [Br:36][CH2:21][CH2:22][CH2:23][C:24]1[CH:34]=[CH:33][C:27]([C:28]([O:30][CH2:31][CH3:32])=[O:29])=[CH:26][CH:25]=1. The catalyst class is: 4.